Dataset: Reaction yield outcomes from USPTO patents with 853,638 reactions. Task: Predict the reaction yield, written as a fraction of the theoretical maximum amount of product (1.0 means a 100% yield; for example, 0.34 means a 34% yield). (1) The reactants are [Br:1][C:2]1[CH:3]=[C:4]([CH2:8]O)[CH:5]=[N:6][CH:7]=1.[C:10]1(=[O:20])[NH:14][C:13](=[O:15])[C:12]2=[CH:16][CH:17]=[CH:18][CH:19]=[C:11]12.C1C=CC(P(C2C=CC=CC=2)C2C=CC=CC=2)=CC=1.CCOC(/N=N/C(OCC)=O)=O. The catalyst is C1COCC1. The product is [Br:1][C:2]1[CH:3]=[C:4]([CH2:8][N:14]2[C:10](=[O:20])[C:11]3[C:12](=[CH:16][CH:17]=[CH:18][CH:19]=3)[C:13]2=[O:15])[CH:5]=[N:6][CH:7]=1. The yield is 0.823. (2) The reactants are [I:1][C:2]1[CH:11]=[CH:10][C:5]([C:6]([O:8]C)=O)=[C:4]([NH:12][C:13](=[O:20])[CH2:14][CH2:15][C:16]([O:18][CH3:19])=[O:17])[CH:3]=1.CC([O-])(C)C.[K+].O.Cl. The catalyst is C1COCC1. The product is [I:1][C:2]1[CH:11]=[CH:10][C:5]2[C:6](=[O:8])[CH:15]([C:16]([O:18][CH3:19])=[O:17])[CH2:14][C:13](=[O:20])[NH:12][C:4]=2[CH:3]=1. The yield is 0.970.